From a dataset of Reaction yield outcomes from USPTO patents with 853,638 reactions. Predict the reaction yield, written as a fraction of the theoretical maximum amount of product (1.0 means a 100% yield; for example, 0.34 means a 34% yield). The reactants are Cl[C:2]1[N:7]=[C:6]([NH:8][C:9]2[CH:14]=[CH:13][C:12]3[O:15][CH2:16][CH2:17][O:18][C:11]=3[CH:10]=2)[C:5]([F:19])=[CH:4][N:3]=1.[CH:20](N(CC)C(C)C)(C)C.[CH2:29]([O:33][C:34]1[CH:40]=[CH:39][C:37](N)=[CH:36][CH:35]=1)[CH2:30][CH2:31][CH3:32]. The catalyst is C(O)CO. The product is [CH2:29]([O:33][C:34]1[CH:40]=[CH:39][C:37]([NH:7][C:2]2[CH:20]=[C:6]([NH:8][C:9]3[CH:14]=[CH:13][C:12]4[O:15][CH2:16][CH2:17][O:18][C:11]=4[CH:10]=3)[C:5]([F:19])=[CH:4][N:3]=2)=[CH:36][CH:35]=1)[CH2:30][CH2:31][CH3:32]. The yield is 0.490.